The task is: Predict the reaction yield, written as a fraction of the theoretical maximum amount of product (1.0 means a 100% yield; for example, 0.34 means a 34% yield).. This data is from Reaction yield outcomes from USPTO patents with 853,638 reactions. (1) The reactants are C[O:2][C:3]([C:5]1[N:9]=[C:8]([Cl:10])[N:7]([CH2:11][O:12][CH2:13][CH2:14][Si:15]([CH3:18])([CH3:17])[CH3:16])[N:6]=1)=[O:4].[OH-].[K+:20]. The catalyst is CCO.CCOCC. The product is [K+:20].[Cl:10][C:8]1[N:7]([CH2:11][O:12][CH2:13][CH2:14][Si:15]([CH3:17])([CH3:18])[CH3:16])[N:6]=[C:5]([C:3]([O-:4])=[O:2])[N:9]=1. The yield is 0.910. (2) The reactants are [C:1]([O:5][C:6]([N:8]([CH3:53])[C@@H:9]([CH3:52])[C:10]([NH:12][C@@H:13]([C:48]([CH3:51])([CH3:50])[CH3:49])[C:14]([N:16]1[C@H:25]([CH2:26][N:27]([CH2:40][CH2:41][C:42]2[CH:47]=[CH:46][CH:45]=[CH:44][CH:43]=2)[C:28]([C:30]2[CH:39]=[CH:38][C:33]([C:34]([O:36]C)=[O:35])=[CH:32][CH:31]=2)=[O:29])[CH2:24][C:23]2[C:18](=[CH:19][CH:20]=[CH:21][CH:22]=2)[CH2:17]1)=[O:15])=[O:11])=[O:7])([CH3:4])([CH3:3])[CH3:2].[OH-].[Na+].Cl. The catalyst is CO.C1COCC1. The product is [C:1]([O:5][C:6]([N:8]([CH3:53])[C@@H:9]([CH3:52])[C:10]([NH:12][C@@H:13]([C:48]([CH3:51])([CH3:50])[CH3:49])[C:14]([N:16]1[C@H:25]([CH2:26][N:27]([CH2:40][CH2:41][C:42]2[CH:43]=[CH:44][CH:45]=[CH:46][CH:47]=2)[C:28]([C:30]2[CH:31]=[CH:32][C:33]([C:34]([OH:36])=[O:35])=[CH:38][CH:39]=2)=[O:29])[CH2:24][C:23]2[C:18](=[CH:19][CH:20]=[CH:21][CH:22]=2)[CH2:17]1)=[O:15])=[O:11])=[O:7])([CH3:2])([CH3:4])[CH3:3]. The yield is 0.710. (3) The reactants are [NH2:1][C:2]1[C:11]([C:12]2[CH:17]=[CH:16][C:15]([N:18]3[CH2:23][CH2:22][O:21][CH2:20][CH2:19]3)=[CH:14][CH:13]=2)=[N:10][C:9]([Br:24])=[CH:8][C:3]=1[C:4]([O:6][CH3:7])=[O:5].N([O-])=O.[Na+].[N-:29]=[N+:30]=[N-].[Na+].CCOCC. The catalyst is C(O)(C(F)(F)F)=O.O. The product is [N:1]([C:2]1[C:11]([C:12]2[CH:17]=[CH:16][C:15]([N:18]3[CH2:23][CH2:22][O:21][CH2:20][CH2:19]3)=[CH:14][CH:13]=2)=[N:10][C:9]([Br:24])=[CH:8][C:3]=1[C:4]([O:6][CH3:7])=[O:5])=[N+:29]=[N-:30]. The yield is 0.600. (4) The reactants are [CH:1]1[CH:6]=[CH:5][C:4]([C:7]2[C:12]([N:13]=[C:14]=[O:15])=[CH:11][CH:10]=[CH:9][CH:8]=2)=[CH:3][CH:2]=1.Cl.[N:17]12[CH2:24][CH2:23][CH:20]([CH2:21][CH2:22]1)[C@@H:19](O)[CH2:18]2.CN(C)C=[O:29]. The catalyst is C(OCC)(=O)C. The product is [N:17]12[CH2:18][CH:19]([CH2:21][CH2:22]1)[C@H:20]([O:15][C:14](=[O:29])[NH:13][C:12]1[CH:11]=[CH:10][CH:9]=[CH:8][C:7]=1[C:4]1[CH:3]=[CH:2][CH:1]=[CH:6][CH:5]=1)[CH2:23][CH2:24]2. The yield is 0.990. (5) The reactants are [CH2:1]([N:4]1[C:12]2[C:7](=[N:8][C:9]([NH2:14])=[N:10][C:11]=2Cl)[N:6]([C@@H:15]2[O:27][C@H:26]([CH2:28][O:29][C:30](=[O:32])[CH3:31])[C@@H:21]([O:22][C:23](=[O:25])[CH3:24])[C@H:16]2[O:17][C:18](=[O:20])[CH3:19])[C:5]1=[O:33])[CH:2]=[CH2:3]. The catalyst is C(O)(=O)C. The product is [CH2:1]([N:4]1[C:12]2[C:7](=[N:8][C:9]([NH2:14])=[N:10][CH:11]=2)[N:6]([C@@H:15]2[O:27][C@H:26]([CH2:28][O:29][C:30](=[O:32])[CH3:31])[C@@H:21]([O:22][C:23](=[O:25])[CH3:24])[C@H:16]2[O:17][C:18](=[O:20])[CH3:19])[C:5]1=[O:33])[CH:2]=[CH2:3]. The yield is 0.600. (6) The reactants are [C:1]([O:4][CH:5]1[C:9]2=[N:10][CH:11]=[C:12]([NH2:31])[C:13]([N:14]3[CH2:19][C@H:18]([CH3:20])[C:17]([OH:22])([CH3:21])[C@H:16]([NH:23][C:24]([O:26][C:27]([CH3:30])([CH3:29])[CH3:28])=[O:25])[CH2:15]3)=[C:8]2[CH2:7][CH2:6]1)(=[O:3])[CH3:2].[F:32][C:33]1[CH:38]=[CH:37][CH:36]=[C:35]([F:39])[C:34]=1[C:40]1[N:45]=[C:44]([C:46](O)=[O:47])[CH:43]=[CH:42][C:41]=1[F:49].CN(C(ON1N=NC2C=CC=NC1=2)=[N+](C)C)C.F[P-](F)(F)(F)(F)F.CCN(C(C)C)C(C)C. The catalyst is CN(C=O)C.CC#N. The product is [C:1]([O:4][CH:5]1[C:9]2=[N:10][CH:11]=[C:12]([NH:31][C:46]([C:44]3[CH:43]=[CH:42][C:41]([F:49])=[C:40]([C:34]4[C:33]([F:32])=[CH:38][CH:37]=[CH:36][C:35]=4[F:39])[N:45]=3)=[O:47])[C:13]([N:14]3[CH2:19][C@H:18]([CH3:20])[C:17]([OH:22])([CH3:21])[C@H:16]([NH:23][C:24]([O:26][C:27]([CH3:30])([CH3:29])[CH3:28])=[O:25])[CH2:15]3)=[C:8]2[CH2:7][CH2:6]1)(=[O:3])[CH3:2]. The yield is 0.500.